This data is from NCI-60 drug combinations with 297,098 pairs across 59 cell lines. The task is: Regression. Given two drug SMILES strings and cell line genomic features, predict the synergy score measuring deviation from expected non-interaction effect. (1) Drug 1: CNC(=O)C1=CC=CC=C1SC2=CC3=C(C=C2)C(=NN3)C=CC4=CC=CC=N4. Drug 2: CC12CCC3C(C1CCC2O)C(CC4=C3C=CC(=C4)O)CCCCCCCCCS(=O)CCCC(C(F)(F)F)(F)F. Cell line: SW-620. Synergy scores: CSS=2.91, Synergy_ZIP=-0.206, Synergy_Bliss=1.12, Synergy_Loewe=-2.20, Synergy_HSA=-1.15. (2) Drug 1: CC1=CC=C(C=C1)C2=CC(=NN2C3=CC=C(C=C3)S(=O)(=O)N)C(F)(F)F. Drug 2: CC1=C(C(=O)C2=C(C1=O)N3CC4C(C3(C2COC(=O)N)OC)N4)N. Cell line: HOP-62. Synergy scores: CSS=40.6, Synergy_ZIP=-0.326, Synergy_Bliss=-3.07, Synergy_Loewe=-23.7, Synergy_HSA=-2.22. (3) Drug 1: CS(=O)(=O)CCNCC1=CC=C(O1)C2=CC3=C(C=C2)N=CN=C3NC4=CC(=C(C=C4)OCC5=CC(=CC=C5)F)Cl. Drug 2: C1CNP(=O)(OC1)N(CCCl)CCCl. Cell line: SR. Synergy scores: CSS=0.679, Synergy_ZIP=0.954, Synergy_Bliss=0.956, Synergy_Loewe=-0.574, Synergy_HSA=-0.718. (4) Drug 1: CC1=C2C(C(=O)C3(C(CC4C(C3C(C(C2(C)C)(CC1OC(=O)C(C(C5=CC=CC=C5)NC(=O)OC(C)(C)C)O)O)OC(=O)C6=CC=CC=C6)(CO4)OC(=O)C)O)C)O. Drug 2: CC(C)NC(=O)C1=CC=C(C=C1)CNNC.Cl. Cell line: OVCAR-4. Synergy scores: CSS=21.1, Synergy_ZIP=-1.90, Synergy_Bliss=-4.29, Synergy_Loewe=-83.0, Synergy_HSA=-5.18. (5) Drug 1: CCC1=CC2CC(C3=C(CN(C2)C1)C4=CC=CC=C4N3)(C5=C(C=C6C(=C5)C78CCN9C7C(C=CC9)(C(C(C8N6C)(C(=O)OC)O)OC(=O)C)CC)OC)C(=O)OC.C(C(C(=O)O)O)(C(=O)O)O. Drug 2: CC(C1=C(C=CC(=C1Cl)F)Cl)OC2=C(N=CC(=C2)C3=CN(N=C3)C4CCNCC4)N. Cell line: HL-60(TB). Synergy scores: CSS=44.0, Synergy_ZIP=-3.35, Synergy_Bliss=0.485, Synergy_Loewe=-16.0, Synergy_HSA=-2.52. (6) Drug 1: CCC(=C(C1=CC=CC=C1)C2=CC=C(C=C2)OCCN(C)C)C3=CC=CC=C3.C(C(=O)O)C(CC(=O)O)(C(=O)O)O. Drug 2: CCC1=C2CN3C(=CC4=C(C3=O)COC(=O)C4(CC)O)C2=NC5=C1C=C(C=C5)O. Cell line: U251. Synergy scores: CSS=39.1, Synergy_ZIP=1.95, Synergy_Bliss=0.669, Synergy_Loewe=-24.9, Synergy_HSA=1.65. (7) Drug 1: COC1=C(C=C2C(=C1)N=CN=C2NC3=CC(=C(C=C3)F)Cl)OCCCN4CCOCC4. Drug 2: CC12CCC3C(C1CCC2O)C(CC4=C3C=CC(=C4)O)CCCCCCCCCS(=O)CCCC(C(F)(F)F)(F)F. Cell line: PC-3. Synergy scores: CSS=15.5, Synergy_ZIP=-3.04, Synergy_Bliss=0.485, Synergy_Loewe=0.0709, Synergy_HSA=0.978.